Dataset: Experimentally validated miRNA-target interactions with 360,000+ pairs, plus equal number of negative samples. Task: Binary Classification. Given a miRNA mature sequence and a target amino acid sequence, predict their likelihood of interaction. (1) The miRNA is hsa-miR-3157-3p with sequence CUGCCCUAGUCUAGCUGAAGCU. The protein sequence of the target gene is MSEIQGTVEFSVELHKFYNVDLFQRGYYQIRVTLKVSSRIPHRLSASIAGQTESSSLHSACVHDSTVHSRVFQILYRNEEVPINDAVVFRVHLLLGGERMEDALSEVDFQLKVDLHFTDSEQQLRDVAGAPMVSSRTLGLHFHPRNGLHHQVPVMFDYFHLSVISVTVHAALVALQQPLISFTRPGRGSWLGKGGPDTGQEQSIISLENLVFGAGYCKPTSSEGSFYITSENCMQHAHKWHRDLCLLLLHAYRGLRLHFLVIMRDIPELPHTELEALAVEETLSQLCSELQMLNNPEKIA.... Result: 0 (no interaction). (2) The miRNA is hsa-miR-573 with sequence CUGAAGUGAUGUGUAACUGAUCAG. The protein sequence of the target gene is MSARTPLPTVNERDTENHTSVDGYTEPHIQPTKSSSRQNIPRCRNSITSATDEQPHIGNYRLQKTIGKGNFAKVKLARHVLTGREVAVKIIDKTQLNPTSLQKLFREVRIMKILNHPNIVKLFEVIETEKTLYLVMEYASGGEVFDYLVAHGRMKEKEARAKFRQIVSAVQYCHQKYIVHRDLKAENLLLDGDMNIKIADFGFSNEFTVGNKLDTFCGSPPYAAPELFQGKKYDGPEVDVWSLGVILYTLVSGSLPFDGQNLKELRERVLRGKYRIPFYMSTDCENLLKKLLVLNPIKRG.... Result: 1 (interaction). (3) The miRNA is hsa-miR-650 with sequence AGGAGGCAGCGCUCUCAGGAC. The protein sequence of the target gene is MSCVLGGVIPLGLLFLVCGSQGYLLPNVTLLEELLSKYQHNESHSRVRRAIPREDKEEILMLHNKLRGQVQPQASNMEYMTWDDELEKSAAAWASQCIWEHGPTSLLVSIGQNLGAHWGRYRSPGFHVQSWYDEVKDYTYPYPSECNPWCPERCSGPMCTHYTQIVWATTNKIGCAVNTCRKMTVWGEVWENAVYFVCNYSPKGNWIGEAPYKNGRPCSECPPSYGGSCRNNLCYREETYTPKPETDEMNEVETAPIPEENHVWLQPRVMRPTKPKKTSAVNYMTQVVRCDTKMKDRCKG.... Result: 1 (interaction). (4) The miRNA is hsa-miR-422a with sequence ACUGGACUUAGGGUCAGAAGGC. The protein sequence of the target gene is MDNMSITNTPTSNDACLSIVHSLMCHRQGGESETFAKRAIESLVKKLKEKKDELDSLITAITTNGAHPSKCVTIQRTLDGRLQVAGRKGFPHVIYARLWRWPDLHKNELKHVKYCQYAFDLKCDSVCVNPYHYERVVSPGIDLSGLTLQSNAPSSMMVKDEYVHDFEGQPSLSTEGHSIQTIQHPPSNRASTETYSTPALLAPSESNATSTANFPNIPVASTSQPASILGGSHSEGLLQIASGPQPGQQQNGFTGQPATYHHNSTTTWTGSRTAPYTPNLPHHQNGHLQHHPPMPPHPGH.... Result: 0 (no interaction). (5) The miRNA is hsa-miR-6814-5p with sequence UCCCAAGGGUGAGAUGCUGCCA. The protein sequence of the target gene is MNKMALASFMKGRTVIGTPDEETMDIELPKKYHEMVGVIFSDTFSYRLKFNWGYRIPVIKEHSEYTEHCWAMHGEIFCYLAKYWLKGFVAFQAAINAAIIEVTTNHSVMEELTSVIGINMKIPPFISKGEIMNEWFHFTCLVSFSSFIYFASLNVARERGKFKKLMTVMGLRESAFWLSWGLTYICFIFIMSIFMALVITSIPIVFHTGFMVIFTLYSLYGLSLIALAFLMSVLIRKPMLAGLAGFLFTVFWGCLGFTVLYRQLPLSLGWVLSLLSPFAFTAGMAQITHLDNYLSGVIFP.... Result: 0 (no interaction). (6) The miRNA is mmu-miR-143-5p with sequence GGUGCAGUGCUGCAUCUCUGG. The protein sequence of the target gene is MGPGRPAPAPWPRHLLRCVLLLGCLHLGRPGAPGDAALPEPNVFLIFSHGLQGCLEAQGGQVRVTPACNTSLPAQRWKWVSRNRLFNLGTMQCLGTGWPGTNTTASLGMYECDREALNLRWHCRTLGDQLSLLLGARTSNISKPGTLERGDQTRSGQWRIYGSEEDLCALPYHEVYTIQGNSHGKPCTIPFKYDNQWFHGCTSTGREDGHLWCATTQDYGKDERWGFCPIKSNDCETFWDKDQLTDSCYQFNFQSTLSWREAWASCEQQGADLLSITEIHEQTYINGLLTGYSSTLWIGL.... Result: 0 (no interaction).